This data is from Reaction yield outcomes from USPTO patents with 853,638 reactions. The task is: Predict the reaction yield, written as a fraction of the theoretical maximum amount of product (1.0 means a 100% yield; for example, 0.34 means a 34% yield). (1) The yield is 0.600. The product is [Cl:23][C:24]1[CH:25]=[C:26]([CH2:30][C:31]([NH:22][C@H:11]([C:12]2[N:13]=[C:14]([C:17]3[S:18][CH:19]=[CH:20][CH:21]=3)[S:15][CH:16]=2)[CH2:10][C:7]2[CH:6]=[CH:5][C:4]([N+:1]([O-:3])=[O:2])=[CH:9][CH:8]=2)=[O:32])[CH:27]=[CH:28][CH:29]=1. The reactants are [N+:1]([C:4]1[CH:9]=[CH:8][C:7]([CH2:10][CH:11]([NH2:22])[C:12]2[N:13]=[C:14]([C:17]3[S:18][CH:19]=[CH:20][CH:21]=3)[S:15][CH:16]=2)=[CH:6][CH:5]=1)([O-:3])=[O:2].[Cl:23][C:24]1[CH:25]=[C:26]([CH2:30][C:31](O)=[O:32])[CH:27]=[CH:28][CH:29]=1.ON1C2C=CC=CC=2N=N1.CN(C)CCCN=C=NCC.C(N(CC)CC)C. The catalyst is CN(C=O)C.O. (2) The reactants are C(OC(=O)[NH:7][C:8]1[CH:13]=[CH:12][N:11]=[CH:10][C:9]=1[CH2:14][CH2:15][OH:16])(C)(C)C.C(O)(C(F)(F)F)=O. The catalyst is C(Cl)Cl. The product is [NH2:7][C:8]1[CH:13]=[CH:12][N:11]=[CH:10][C:9]=1[CH2:14][CH2:15][OH:16]. The yield is 0.230. (3) The reactants are [NH:1]1[CH:5]=[CH:4][N:3]=[CH:2]1.[Li][CH2:7][CH2:8][CH2:9]C.CN([CH:14]=[O:15])C. The catalyst is C1COCC1. The product is [CH:8]([N:1]1[CH:5]=[CH:4][N:3]=[C:2]1[CH:14]=[O:15])([CH3:9])[CH3:7]. The yield is 0.650.